From a dataset of Reaction yield outcomes from USPTO patents with 853,638 reactions. Predict the reaction yield, written as a fraction of the theoretical maximum amount of product (1.0 means a 100% yield; for example, 0.34 means a 34% yield). (1) The reactants are [Cl:1][C:2]1[CH:3]=[C:4]2[C:9](=[CH:10][CH:11]=1)[N:8]=[C:7]([N:12]1[CH2:17][CH2:16][N:15]([CH3:18])[CH2:14][CH2:13]1)[C:6]([N+:19]([O-])=O)=[C:5]2[NH2:22].[O-]S(S([O-])=O)=O.[Na+].[Na+].O. The catalyst is CCO. The product is [Cl:1][C:2]1[CH:3]=[C:4]2[C:9](=[CH:10][CH:11]=1)[N:8]=[C:7]([N:12]1[CH2:17][CH2:16][N:15]([CH3:18])[CH2:14][CH2:13]1)[C:6]([NH2:19])=[C:5]2[NH2:22]. The yield is 0.720. (2) The reactants are Br[C:2]1[CH:3]=[C:4]([O:24][C:25]2[C:26]([CH3:31])=[N:27][CH:28]=[CH:29][CH:30]=2)[C:5]([NH:8][C:9]2[S:13][N:12]=[C:11]([C@H:14]3[CH2:18][O:17][C:16]4([CH2:23][CH2:22][CH2:21][CH2:20][CH2:19]4)[O:15]3)[N:10]=2)=[N:6][CH:7]=1.[SH:32][CH2:33][CH2:34][C:35]([O:37][CH3:38])=[O:36].C(N(CC)C(C)C)(C)C. The catalyst is C1C=CC(/C=C/C(/C=C/C2C=CC=CC=2)=O)=CC=1.C1C=CC(/C=C/C(/C=C/C2C=CC=CC=2)=O)=CC=1.C1C=CC(/C=C/C(/C=C/C2C=CC=CC=2)=O)=CC=1.[Pd].[Pd]. The product is [O:15]1[C:16]2([CH2:23][CH2:22][CH2:21][CH2:20][CH2:19]2)[O:17][CH2:18][C@@H:14]1[C:11]1[N:10]=[C:9]([NH:8][C:5]2[N:6]=[CH:7][C:2]([S:32][CH2:33][CH2:34][C:35]([O:37][CH3:38])=[O:36])=[CH:3][C:4]=2[O:24][C:25]2[C:26]([CH3:31])=[N:27][CH:28]=[CH:29][CH:30]=2)[S:13][N:12]=1. The yield is 0.680. (3) The reactants are [CH:1]1([N:6]2[C:15]3[N:14]=[C:13]([C:16]4[CH:21]=[CH:20][N:19]=[C:18](F)[CH:17]=4)[N:12]=[CH:11][C:10]=3[N:9]([CH3:23])[C:8](=[O:24])[C@H:7]2[CH2:25][CH3:26])[CH2:5][CH2:4][CH2:3][CH2:2]1.C([O-])(O)=[O:28].[Na+]. The catalyst is C(O)=O. The product is [CH:1]1([N:6]2[C:15]3[N:14]=[C:13]([C:16]4[CH:21]=[CH:20][N:19]=[C:18]([OH:28])[CH:17]=4)[N:12]=[CH:11][C:10]=3[N:9]([CH3:23])[C:8](=[O:24])[C@H:7]2[CH2:25][CH3:26])[CH2:5][CH2:4][CH2:3][CH2:2]1. The yield is 0.800. (4) The reactants are [NH2:1][C:2]1[C:3]2[N:4]([C:8]([C@@H:27]3[CH2:32][CH2:31][CH2:30][CH2:29][NH:28]3)=[N:9][C:10]=2[C:11]2[CH:26]=[CH:25][C:14]([C:15]([NH:17][C:18]3[CH:23]=[C:22]([F:24])[CH:21]=[CH:20][N:19]=3)=[O:16])=[CH:13][CH:12]=2)[CH:5]=[CH:6][N:7]=1.[C:33](Cl)(=[O:36])[CH:34]=[CH2:35]. No catalyst specified. The product is [C:33]([N:28]1[CH2:29][CH2:30][CH2:31][CH2:32][C@H:27]1[C:8]1[N:4]2[CH:5]=[CH:6][N:7]=[C:2]([NH2:1])[C:3]2=[C:10]([C:11]2[CH:12]=[CH:13][C:14]([C:15]([NH:17][C:18]3[CH:23]=[C:22]([F:24])[CH:21]=[CH:20][N:19]=3)=[O:16])=[CH:25][CH:26]=2)[N:9]=1)(=[O:36])[CH:34]=[CH2:35]. The yield is 0.427. (5) The reactants are Cl[C:2]1[N:7]=[CH:6][N:5]=[C:4]([C:8]2[CH:13]=[CH:12][C:11]([C@@H:14]([N:16]3[CH2:21][CH2:20][C@@:19]([C:26]4[CH:31]=[CH:30][C:29]([F:32])=[CH:28][CH:27]=4)([CH2:22][CH2:23][CH2:24][OH:25])[O:18][C:17]3=[O:33])[CH3:15])=[CH:10][CH:9]=2)[CH:3]=1.[OH-:34].[Na+]. No catalyst specified. The product is [F:32][C:29]1[CH:30]=[CH:31][C:26]([C@:19]2([CH2:22][CH2:23][CH2:24][OH:25])[O:18][C:17](=[O:33])[N:16]([C@H:14]([C:11]3[CH:12]=[CH:13][C:8]([C:4]4[CH:3]=[C:2]([OH:34])[N:7]=[CH:6][N:5]=4)=[CH:9][CH:10]=3)[CH3:15])[CH2:21][CH2:20]2)=[CH:27][CH:28]=1. The yield is 0.780. (6) The reactants are [F:1][C:2]1[CH:7]=[CH:6][C:5]([C:8]2[C:12]([CH2:13][O:14][C:15]3[CH:23]=[CH:22][C:18]([C:19]([OH:21])=O)=[CH:17][N:16]=3)=[C:11]([CH3:24])[O:10][N:9]=2)=[CH:4][CH:3]=1.[NH:25]1[CH2:30][CH2:29][S:28](=[O:32])(=[O:31])[CH2:27][CH2:26]1. No catalyst specified. The product is [O:31]=[S:28]1(=[O:32])[CH2:29][CH2:30][N:25]([C:19]([C:18]2[CH:17]=[N:16][C:15]([O:14][CH2:13][C:12]3[C:8]([C:5]4[CH:4]=[CH:3][C:2]([F:1])=[CH:7][CH:6]=4)=[N:9][O:10][C:11]=3[CH3:24])=[CH:23][CH:22]=2)=[O:21])[CH2:26][CH2:27]1. The yield is 0.550. (7) The reactants are [F:1][C:2]1[CH:10]=[C:9]2[C:5]([C:6]([CH3:25])([CH3:24])[C:7](=[O:23])[N:8]2[C@@H:11]([C:16]2[CH:21]=[CH:20][CH:19]=[C:18]([F:22])[CH:17]=2)[C@H:12]([OH:15])[CH2:13]O)=[CH:4][CH:3]=1.C1(P(C2C=CC=CC=2)C2C=CC=CC=2)C=CC=CC=1.[Cl:45]N1C(=O)CCC1=O. The catalyst is O1CCCC1. The product is [Cl:45][CH2:13][C@@H:12]([OH:15])[C@@H:11]([N:8]1[C:9]2[C:5](=[CH:4][CH:3]=[C:2]([F:1])[CH:10]=2)[C:6]([CH3:25])([CH3:24])[C:7]1=[O:23])[C:16]1[CH:21]=[CH:20][CH:19]=[C:18]([F:22])[CH:17]=1. The yield is 0.350. (8) The product is [Cl:8][C:6]1[CH:5]=[CH:4][C:3]2[S:9][C:10]3[CH:18]=[CH:17][CH:16]=[CH:15][C:11]=3[C:12](=[O:13])[NH:1][C:2]=2[CH:7]=1. The catalyst is CN(C1C=CN=CC=1)C.CC#N. The reactants are [NH2:1][C:2]1[CH:7]=[C:6]([Cl:8])[CH:5]=[CH:4][C:3]=1[S:9][C:10]1[CH:18]=[CH:17][CH:16]=[CH:15][C:11]=1[C:12](O)=[O:13].C(Cl)CCl.C1C=CC2N(O)N=NC=2C=1. The yield is 0.510.